Task: Predict the product of the given reaction.. Dataset: Forward reaction prediction with 1.9M reactions from USPTO patents (1976-2016) (1) Given the reactants O=[C:2]1[CH2:7][CH2:6][N:5]([C:8]2[CH:13]=[CH:12][C:11]([NH:14][S:15]([CH2:18][CH2:19][CH2:20][CH3:21])(=[O:17])=[O:16])=[CH:10][CH:9]=2)[CH2:4][CH2:3]1.[NH2:22][CH2:23][C@H:24]([OH:39])[CH2:25][O:26][C:27]1[CH:28]=[CH:29][C:30]([OH:38])=[C:31]([NH:33][S:34]([CH3:37])(=[O:36])=[O:35])[CH:32]=1, predict the reaction product. The product is: [OH:39][C@H:24]([CH2:25][O:26][C:27]1[CH:28]=[CH:29][C:30]([OH:38])=[C:31]([NH:33][S:34]([CH3:37])(=[O:36])=[O:35])[CH:32]=1)[CH2:23][NH:22][CH:2]1[CH2:7][CH2:6][N:5]([C:8]2[CH:13]=[CH:12][C:11]([NH:14][S:15]([CH2:18][CH2:19][CH2:20][CH3:21])(=[O:17])=[O:16])=[CH:10][CH:9]=2)[CH2:4][CH2:3]1. (2) Given the reactants [OH-].[Na+].[N:3]1[C:7]2[C:8]3[C:13]([CH:14]=[CH:15][C:6]=2[S:5]C=1N)=[CH:12][CH:11]=[CH:10][CH:9]=3, predict the reaction product. The product is: [NH2:3][C:7]1[C:8]2[C:13](=[CH:12][CH:11]=[CH:10][CH:9]=2)[CH:14]=[CH:15][C:6]=1[SH:5]. (3) Given the reactants C(=O)([O-])[O-].[K+].[K+].[N:7]1([C:12]2[CH:40]=[CH:39][C:15]([CH2:16][CH2:17][N:18]3[CH2:22][CH2:21][C@@H:20]([NH:23][C:24]4[CH:29]=[CH:28][CH:27]=[CH:26][C:25]=4[O:30][CH2:31][C:32]4[CH:37]=[CH:36][CH:35]=[CH:34][C:33]=4Br)[CH2:19]3)=[CH:14][CH:13]=2)[CH2:11][CH2:10][CH2:9][CH2:8]1, predict the reaction product. The product is: [N:7]1([C:12]2[CH:40]=[CH:39][C:15]([CH2:16][CH2:17][N:18]3[CH2:22][CH2:21][C@@H:20]([N:23]4[C:33]5[CH:34]=[CH:35][CH:36]=[CH:37][C:32]=5[CH2:31][O:30][C:25]5[CH:26]=[CH:27][CH:28]=[CH:29][C:24]4=5)[CH2:19]3)=[CH:14][CH:13]=2)[CH2:11][CH2:10][CH2:9][CH2:8]1. (4) The product is: [CH3:15][C:8]1[N:6]2[N:7]=[C:2]([C:17]#[C:16][C:18]3[N:22]=[C:21]([N:23]4[CH2:27][CH2:26][CH2:25][CH2:24]4)[N:20]([CH3:28])[N:19]=3)[CH:3]=[CH:4][C:5]2=[N:10][C:9]=1[C:11]([F:14])([F:13])[F:12]. Given the reactants I[C:2]1[CH:3]=[CH:4][C:5]2[N:6]([C:8]([CH3:15])=[C:9]([C:11]([F:14])([F:13])[F:12])[N:10]=2)[N:7]=1.[C:16]([C:18]1[N:22]=[C:21]([N:23]2[CH2:27][CH2:26][CH2:25][CH2:24]2)[N:20]([CH3:28])[N:19]=1)#[CH:17].C(N(CC)CC)C, predict the reaction product. (5) The product is: [CH:21]1([C:2]2[CH:10]=[CH:9][CH:8]=[C:7]3[C:3]=2[C:4](=[O:14])[C:5](=[O:12])[N:6]3[CH3:11])[CH2:23][CH2:22]1. Given the reactants Br[C:2]1[CH:10]=[CH:9][CH:8]=[C:7]2[C:3]=1[CH2:4][C:5](=[O:12])[N:6]2[CH3:11].P([O-])([O-])([O-])=[O:14].[K+].[K+].[K+].[CH:21]1([B-](F)(F)F)[CH2:23][CH2:22]1.[K+].ClCCl, predict the reaction product. (6) Given the reactants Br[CH2:2][C:3]([C:5]1[CH:10]=[CH:9][CH:8]=[CH:7][CH:6]=1)=[O:4].[CH3:11][O:12][C:13]1[CH:14]=[C:15]([OH:20])[CH:16]=[C:17]([CH3:19])[CH:18]=1.C([O-])([O-])=O.[K+].[K+], predict the reaction product. The product is: [CH3:11][O:12][C:13]1[CH:14]=[C:15]([CH:16]=[C:17]([CH3:19])[CH:18]=1)[O:20][CH2:2][C:3]([C:5]1[CH:10]=[CH:9][CH:8]=[CH:7][CH:6]=1)=[O:4]. (7) Given the reactants Br[C:2]1[O:6][C:5]([C:7]2[CH:8]=[C:9]([CH:12]=[CH:13][CH:14]=2)[C:10]#[N:11])=[CH:4][CH:3]=1.C([Sn](CCCC)(CCCC)[C:20]1[CH:25]=[CH:24][CH:23]=[CH:22][N:21]=1)CCC, predict the reaction product. The product is: [N:21]1[CH:22]=[CH:23][CH:24]=[CH:25][C:20]=1[C:2]1[O:6][C:5]([C:7]2[CH:8]=[C:9]([CH:12]=[CH:13][CH:14]=2)[C:10]#[N:11])=[CH:4][CH:3]=1. (8) Given the reactants [O:1]1[C:5]2[CH:6]=[CH:7][CH:8]=[C:9]([CH2:10][C:11]([OH:13])=O)[C:4]=2[CH:3]=[CH:2]1.CCN=C=NCCCN(C)C.Cl.[NH2:26][CH:27]1[CH2:32][CH2:31][N:30]([CH2:33][C:34]2[CH:39]=[CH:38][CH:37]=[CH:36][CH:35]=2)[CH2:29][CH2:28]1, predict the reaction product. The product is: [CH:2]1[O:1][CH:5]=[C:4]2[C:9]([CH2:10][C:11]([NH:26][CH:27]3[CH2:32][CH2:31][N:30]([CH2:33][C:34]4[CH:39]=[CH:38][CH:37]=[CH:36][CH:35]=4)[CH2:29][CH2:28]3)=[O:13])=[CH:8][CH:7]=[CH:6][C:3]=12. (9) The product is: [C:24]1([C:23]2[C:22](=[O:30])[C:21]([C:15]3[CH:20]=[CH:19][CH:18]=[CH:17][CH:16]=3)=[C:2]3[C:3]4=[C:12]5[C:7](=[CH:6][CH:5]=[CH:4]4)[CH:8]=[CH:9][CH:10]=[C:11]5[C:1]=23)[CH:25]=[CH:26][CH:27]=[CH:28][CH:29]=1. Given the reactants [C:1]1(=O)[C:11]2=[C:12]3[C:7](=[CH:8][CH:9]=[CH:10]2)[CH:6]=[CH:5][CH:4]=[C:3]3[C:2]1=O.[C:15]1([CH2:21][C:22](=[O:30])[CH2:23][C:24]2[CH:29]=[CH:28][CH:27]=[CH:26][CH:25]=2)[CH:20]=[CH:19][CH:18]=[CH:17][CH:16]=1.[OH-].[K+], predict the reaction product.